Predict the product of the given reaction. From a dataset of Forward reaction prediction with 1.9M reactions from USPTO patents (1976-2016). (1) Given the reactants [OH:1][C:2]1[CH:3]=[C:4]2[C:9](=[CH:10][CH:11]=1)[CH:8]=[C:7]([CH2:12][N:13]([CH3:30])[C:14]([C:16]1[CH:17]=[N:18][N:19]([C:24]3[CH:29]=[CH:28][CH:27]=[CH:26][CH:25]=3)[C:20]=1[CH2:21][CH2:22][CH3:23])=[O:15])[CH:6]=[CH:5]2.[Br:31]Br, predict the reaction product. The product is: [Br:31][C:3]1[C:2]([OH:1])=[CH:11][CH:10]=[C:9]2[C:4]=1[CH:5]=[CH:6][C:7]([CH2:12][N:13]([CH3:30])[C:14]([C:16]1[CH:17]=[N:18][N:19]([C:24]3[CH:25]=[CH:26][CH:27]=[CH:28][CH:29]=3)[C:20]=1[CH2:21][CH2:22][CH3:23])=[O:15])=[CH:8]2. (2) Given the reactants [C:1]([C:4]1[N:9]=[N:8][C:7]([NH:10][C@@H:11]2[CH2:16][CH2:15][O:14][CH2:13][C@@H:12]2[NH:17]C(=O)OC(C)(C)C)=[CH:6][C:5]=1[NH:25][C:26]1[CH:31]=[CH:30][CH:29]=[C:28]([CH3:32])[N:27]=1)(=[O:3])[NH2:2].FC(F)(F)C(O)=O, predict the reaction product. The product is: [NH2:17][C@@H:12]1[C@H:11]([NH:10][C:7]2[N:8]=[N:9][C:4]([C:1]([NH2:2])=[O:3])=[C:5]([NH:25][C:26]3[CH:31]=[CH:30][CH:29]=[C:28]([CH3:32])[N:27]=3)[CH:6]=2)[CH2:16][CH2:15][O:14][CH2:13]1. (3) Given the reactants O=[C:2]1[CH2:7][CH2:6][CH:5]([NH:8][C:9](=[O:18])[O:10][CH2:11][C:12]2[CH:17]=[CH:16][CH:15]=[CH:14][CH:13]=2)[CH2:4][CH2:3]1.[CH3:19][O:20][C@H:21]1[CH2:25][CH2:24][NH:23][CH2:22]1.[Na], predict the reaction product. The product is: [CH3:19][O:20][C@H:21]1[CH2:25][CH2:24][N:23]([CH:2]2[CH2:7][CH2:6][CH:5]([NH:8][C:9](=[O:18])[O:10][CH2:11][C:12]3[CH:17]=[CH:16][CH:15]=[CH:14][CH:13]=3)[CH2:4][CH2:3]2)[CH2:22]1. (4) Given the reactants [Br:1][C:2]1[CH:3]=[CH:4][C:5]([Cl:11])=[C:6]([CH:10]=1)[C:7](Cl)=[O:8].[CH2:12]([O:14][C:15]1[CH:20]=[CH:19][CH:18]=[C:17]([F:21])[C:16]=1[F:22])[CH3:13].[Cl-].[Al+3].[Cl-].[Cl-], predict the reaction product. The product is: [Br:1][C:2]1[CH:3]=[CH:4][C:5]([Cl:11])=[C:6]([C:7]([C:18]2[CH:19]=[CH:20][C:15]([O:14][CH2:12][CH3:13])=[C:16]([F:22])[C:17]=2[F:21])=[O:8])[CH:10]=1. (5) Given the reactants [CH2:1]([NH:8][CH2:9][CH2:10][C:11]1[CH:16]=[CH:15][C:14]([S:17][C:18]2[CH:23]=[CH:22][C:21]([OH:24])=[CH:20][CH:19]=2)=[CH:13][CH:12]=1)[C:2]1[CH:7]=[CH:6][CH:5]=[CH:4][CH:3]=1.[C:25](O[C:25]([O:27][C:28]([CH3:31])([CH3:30])[CH3:29])=[O:26])([O:27][C:28]([CH3:31])([CH3:30])[CH3:29])=[O:26], predict the reaction product. The product is: [CH2:1]([N:8]([CH2:9][CH2:10][C:11]1[CH:16]=[CH:15][C:14]([S:17][C:18]2[CH:19]=[CH:20][C:21]([OH:24])=[CH:22][CH:23]=2)=[CH:13][CH:12]=1)[C:25](=[O:26])[O:27][C:28]([CH3:31])([CH3:30])[CH3:29])[C:2]1[CH:3]=[CH:4][CH:5]=[CH:6][CH:7]=1.